Task: Predict the reactants needed to synthesize the given product.. Dataset: Full USPTO retrosynthesis dataset with 1.9M reactions from patents (1976-2016) (1) Given the product [Cl:26][C:12]1[C:11]2[C:16](=[CH:17][C:18]([O:19][CH2:20][CH2:21][O:22][CH3:23])=[C:9]([OH:8])[CH:10]=2)[N:15]=[CH:14][C:13]=1[C:24]#[N:25], predict the reactants needed to synthesize it. The reactants are: C([O:8][C:9]1[CH:10]=[C:11]2[C:16](=[CH:17][C:18]=1[O:19][CH2:20][CH2:21][O:22][CH3:23])[N:15]=[CH:14][C:13]([C:24]#[N:25])=[C:12]2[Cl:26])C1C=CC=CC=1.C1(SC)C=CC=CC=1. (2) Given the product [CH:16]1([NH:15][C:4]2[N:3]=[C:2]([NH:30][C:26]3[CH:27]=[CH:28][CH:29]=[C:24]([S:21]([CH3:20])(=[O:23])=[O:22])[CH:25]=3)[N:7]=[C:6]([C:8]3[CH:13]=[CH:12][CH:11]=[CH:10][C:9]=3[F:14])[N:5]=2)[CH2:19][CH2:18][CH2:17]1, predict the reactants needed to synthesize it. The reactants are: Cl[C:2]1[N:7]=[C:6]([C:8]2[CH:13]=[CH:12][CH:11]=[CH:10][C:9]=2[F:14])[N:5]=[C:4]([NH:15][CH:16]2[CH2:19][CH2:18][CH2:17]2)[N:3]=1.[CH3:20][S:21]([C:24]1[CH:25]=[C:26]([NH2:30])[CH:27]=[CH:28][CH:29]=1)(=[O:23])=[O:22].O. (3) Given the product [C:10]([O:14][C:15]([NH:17][CH2:18][CH2:19][C:20]1[O:9][N:8]=[C:2]([C:3]([O:5][CH2:6][CH3:7])=[O:4])[N:1]=1)=[O:16])([CH3:13])([CH3:12])[CH3:11], predict the reactants needed to synthesize it. The reactants are: [NH2:1][C:2](=[N:8][OH:9])[C:3]([O:5][CH2:6][CH3:7])=[O:4].[C:10]([O:14][C:15]([NH:17][CH2:18][CH2:19][C:20](O[C:20](=O)[CH2:19][CH2:18][NH:17][C:15]([O:14][C:10]([CH3:13])([CH3:12])[CH3:11])=[O:16])=O)=[O:16])([CH3:13])([CH3:12])[CH3:11]. (4) Given the product [CH2:16]([N:15]([CH2:10][CH2:11][CH2:12][CH2:13][CH3:14])[C:2]1[CH:9]=[CH:8][C:5]([CH:6]=[O:7])=[CH:4][CH:3]=1)[CH2:17][CH2:18][CH2:19][CH3:20], predict the reactants needed to synthesize it. The reactants are: F[C:2]1[CH:9]=[CH:8][C:5]([CH:6]=[O:7])=[CH:4][CH:3]=1.[CH2:10]([NH:15][CH2:16][CH2:17][CH2:18][CH2:19][CH3:20])[CH2:11][CH2:12][CH2:13][CH3:14].C(=O)([O-])[O-].[K+].[K+]. (5) Given the product [Cl:1][C:2]1[N:3]=[CH:4][C:5]2[N:10]=[C:9]([C:11]3[CH:12]=[C:13]([CH3:20])[C:14]([OH:18])=[C:15]([CH3:17])[CH:16]=3)[O:8][C:6]=2[N:7]=1, predict the reactants needed to synthesize it. The reactants are: [Cl:1][C:2]1[N:3]=[CH:4][C:5]2[N:10]=[C:9]([C:11]3[CH:16]=[C:15]([CH3:17])[C:14]([O:18]C)=[C:13]([CH3:20])[CH:12]=3)[O:8][C:6]=2[N:7]=1.B(Br)(Br)Br.[Na].